This data is from Catalyst prediction with 721,799 reactions and 888 catalyst types from USPTO. The task is: Predict which catalyst facilitates the given reaction. (1) Reactant: Cl[C:2]1[N:7]=[N:6][C:5]([C:8]2[CH:13]=[CH:12][CH:11]=[CH:10][CH:9]=2)=[C:4]([N:14]2[CH2:19][CH2:18][N:17]([C:20]([C:22]3[CH:27]=[CH:26][CH:25]=[CH:24][CH:23]=3)=[O:21])[CH2:16][CH2:15]2)[CH:3]=1. Product: [C:22]1([C:20]([N:17]2[CH2:18][CH2:19][N:14]([C:4]3[CH:3]=[CH:2][N:7]=[N:6][C:5]=3[C:8]3[CH:13]=[CH:12][CH:11]=[CH:10][CH:9]=3)[CH2:15][CH2:16]2)=[O:21])[CH:23]=[CH:24][CH:25]=[CH:26][CH:27]=1. The catalyst class is: 129. (2) Reactant: Br[C:2]1[C:3]([CH3:9])=[CH:4][C:5]([NH2:8])=[N:6][CH:7]=1.[Cu][C:11]#[N:12]. Product: [NH2:8][C:5]1[N:6]=[CH:7][C:2]([C:11]#[N:12])=[C:3]([CH3:9])[CH:4]=1. The catalyst class is: 173. (3) Reactant: [C:1]([CH2:3][C:4]1([N:28]2[CH:32]=[C:31]([C:33]3[C:34]4[CH:41]=[CH:40][N:39](COCC[Si](C)(C)C)[C:35]=4[N:36]=[CH:37][N:38]=3)[CH:30]=[N:29]2)[CH2:7][N:6]([CH:8]2[CH2:13][CH2:12][N:11]([C:14]([NH:16][C:17]3[CH:22]=[CH:21][C:20]([F:23])=[CH:19][C:18]=3[C:24]([F:27])([F:26])[F:25])=[O:15])[CH2:10][CH2:9]2)[CH2:5]1)#[N:2].C(N)CN. Product: [C:1]([CH2:3][C:4]1([N:28]2[CH:32]=[C:31]([C:33]3[C:34]4[CH:41]=[CH:40][NH:39][C:35]=4[N:36]=[CH:37][N:38]=3)[CH:30]=[N:29]2)[CH2:7][N:6]([CH:8]2[CH2:13][CH2:12][N:11]([C:14]([NH:16][C:17]3[CH:22]=[CH:21][C:20]([F:23])=[CH:19][C:18]=3[C:24]([F:25])([F:27])[F:26])=[O:15])[CH2:10][CH2:9]2)[CH2:5]1)#[N:2]. The catalyst class is: 2. (4) Reactant: [CH3:1][O:2][C:3]1[CH:4]=[C:5]2[C:10](=[CH:11][CH:12]=1)[C:9]([OH:13])=[C:8]([C:14]1[CH:19]=[CH:18][CH:17]=[CH:16][CH:15]=1)[C:7]([CH2:20][CH2:21][C:22]([F:25])([F:24])[F:23])=[CH:6]2.[H-].[Na+].F[C:29]1[CH:36]=[CH:35][C:32]([CH:33]=[O:34])=[CH:31][CH:30]=1. Product: [CH3:1][O:2][C:3]1[CH:4]=[C:5]2[C:10](=[CH:11][CH:12]=1)[C:9]([O:13][C:29]1[CH:36]=[CH:35][C:32]([CH:33]=[O:34])=[CH:31][CH:30]=1)=[C:8]([C:14]1[CH:19]=[CH:18][CH:17]=[CH:16][CH:15]=1)[C:7]([CH2:20][CH2:21][C:22]([F:24])([F:23])[F:25])=[CH:6]2. The catalyst class is: 3. (5) Reactant: [CH2:1]([O:3][C:4]([C:6]1[O:7][C:8]2[C:13]([C:14](=[O:16])[CH:15]=1)=[CH:12][CH:11]=[C:10]([NH2:17])[C:9]=2[CH2:18][CH:19]=[CH2:20])=[O:5])[CH3:2].C(N(CC)C(C)C)(C)C.[F:30][C:31]([F:42])([F:41])[C:32](O[C:32](=[O:33])[C:31]([F:42])([F:41])[F:30])=[O:33]. Product: [CH2:1]([O:3][C:4]([C:6]1[O:7][C:8]2[C:13]([C:14](=[O:16])[CH:15]=1)=[CH:12][CH:11]=[C:10]([NH:17][C:32](=[O:33])[C:31]([F:42])([F:41])[F:30])[C:9]=2[CH2:18][CH:19]=[CH2:20])=[O:5])[CH3:2]. The catalyst class is: 2. (6) Reactant: [CH3:1][C:2]1[N:3]=[C:4]([C:22]2[CH:27]=[CH:26][C:25]([C:28]([F:31])([F:30])[F:29])=[CH:24][CH:23]=2)[S:5][C:6]=1[C@H:7]([O:10]C(=O)[C@H](OC)C1C=CC=CC=1)[CH2:8][CH3:9].[OH-].[Na+].Cl. Product: [CH3:1][C:2]1[N:3]=[C:4]([C:22]2[CH:27]=[CH:26][C:25]([C:28]([F:31])([F:29])[F:30])=[CH:24][CH:23]=2)[S:5][C:6]=1[C@H:7]([OH:10])[CH2:8][CH3:9]. The catalyst class is: 738.